From a dataset of Aqueous solubility values for 9,982 compounds from the AqSolDB database. Regression/Classification. Given a drug SMILES string, predict its absorption, distribution, metabolism, or excretion properties. Task type varies by dataset: regression for continuous measurements (e.g., permeability, clearance, half-life) or binary classification for categorical outcomes (e.g., BBB penetration, CYP inhibition). For this dataset (solubility_aqsoldb), we predict Y. (1) The drug is CC(C)CC(N)C(=O)O. The Y is -1.05 log mol/L. (2) The drug is CCC(C)(O)CCCC(C)C. The Y is -2.69 log mol/L. (3) The compound is COP(=S)(OC)Oc1c(Cl)cc(C)cc1Cl. The Y is -5.44 log mol/L. (4) The Y is -2.87 log mol/L. The drug is CC1=NNC(=O)N(/N=C/c2cccnc2)C1. (5) The drug is CCN(Cc1ccc(Cl)nc1)/C(=C/[N+](=O)[O-])NC. The Y is 0.492 log mol/L. (6) The drug is CC(=O)OC(C)(C)C1CC=C(C)CC1.CC12CCC(CC1)C(C)(C)O2. The Y is -3.02 log mol/L.